From a dataset of Catalyst prediction with 721,799 reactions and 888 catalyst types from USPTO. Predict which catalyst facilitates the given reaction. Reactant: [CH2:1]([O:3][C:4](=[O:15])[CH:5]=[N:6][C@H:7]([C:9]1[CH:14]=[CH:13][CH:12]=[CH:11][CH:10]=1)[CH3:8])[CH3:2].FC(F)(F)C(O)=O.C[Si](C)(C)[O:25][C:26]([CH:28]=[CH2:29])=[CH2:27]. Product: [CH2:1]([O:3][C:4]([C@H:5]1[CH2:27][C:26](=[O:25])[CH2:28][CH2:29][N:6]1[C@H:7]([C:9]1[CH:14]=[CH:13][CH:12]=[CH:11][CH:10]=1)[CH3:8])=[O:15])[CH3:2]. The catalyst class is: 2.